Dataset: Full USPTO retrosynthesis dataset with 1.9M reactions from patents (1976-2016). Task: Predict the reactants needed to synthesize the given product. (1) Given the product [CH2:1]([C@@:8]12[CH2:21]/[C:20](=[CH:28]\[C:29]3[CH:34]=[CH:33][CH:32]=[CH:31][CH:30]=3)/[C:19](=[O:22])[CH2:18][C@H:17]1[CH2:16][CH2:15][C:14]1[CH:13]=[C:12]([C:23]([OH:25])=[O:24])[CH:11]=[CH:10][C:9]2=1)[C:2]1[CH:3]=[CH:4][CH:5]=[CH:6][CH:7]=1, predict the reactants needed to synthesize it. The reactants are: [CH2:1]([C@@:8]12[CH2:21][CH2:20][C:19](=[O:22])[CH2:18][C@H:17]1[CH2:16][CH2:15][C:14]1[CH:13]=[C:12]([C:23]([OH:25])=[O:24])[CH:11]=[CH:10][C:9]2=1)[C:2]1[CH:7]=[CH:6][CH:5]=[CH:4][CH:3]=1.[OH-].[Na+].[CH:28](=O)[C:29]1[CH:34]=[CH:33][CH:32]=[CH:31][CH:30]=1.Cl. (2) Given the product [Cl:20][C:11]1[CH:10]=[C:9](/[CH:8]=[C:4]2/[C:5](=[O:7])[N:6]3[CH:23]=[C:24]([C:26]4[CH:27]=[N:28][CH:29]=[CH:30][CH:31]=4)[N:1]=[C:2]3[S:3]/2)[CH:14]=[C:13]([O:15][CH2:16][CH2:17][CH3:18])[C:12]=1[OH:19], predict the reactants needed to synthesize it. The reactants are: [NH2:1][C:2]1[S:3]/[C:4](=[CH:8]\[C:9]2[CH:14]=[C:13]([O:15][CH2:16][CH2:17][CH3:18])[C:12]([OH:19])=[C:11]([Cl:20])[CH:10]=2)/[C:5](=[O:7])[N:6]=1.Br.Br[CH2:23][C:24]([C:26]1[CH:27]=[N:28][CH:29]=[CH:30][CH:31]=1)=O. (3) The reactants are: [Cl:1][C:2]1[CH:7]=[CH:6][C:5]([C:8]2([C:21]#N)[CH2:13][CH2:12][N:11]([C:14]([O:16][C:17]([CH3:20])([CH3:19])[CH3:18])=[O:15])[CH2:10][CH2:9]2)=[CH:4][CH:3]=1.[O:23]1CCCC1.[H-].C([Al+]CC(C)C)C(C)C. Given the product [Cl:1][C:2]1[CH:7]=[CH:6][C:5]([C:8]2([CH:21]=[O:23])[CH2:13][CH2:12][N:11]([C:14]([O:16][C:17]([CH3:20])([CH3:19])[CH3:18])=[O:15])[CH2:10][CH2:9]2)=[CH:4][CH:3]=1, predict the reactants needed to synthesize it. (4) Given the product [CH2:1]([N:3]1[CH2:8][CH2:7][N:6]([CH2:9][C:10]2[CH:15]=[C:14]([F:16])[CH:13]=[CH:12][C:11]=2[S:17]([NH:22][C:23]2[C:32]([C:33]([O:35][CH3:36])=[O:34])=[C:31]3[C:26]([CH:27]4[CH2:37][CH:28]4[CH2:29][O:30]3)=[CH:25][CH:24]=2)(=[O:19])=[O:18])[C:5](=[O:21])[CH2:4]1)[CH3:2], predict the reactants needed to synthesize it. The reactants are: [CH2:1]([N:3]1[CH2:8][CH2:7][N:6]([CH2:9][C:10]2[CH:15]=[C:14]([F:16])[CH:13]=[CH:12][C:11]=2[S:17](Cl)(=[O:19])=[O:18])[C:5](=[O:21])[CH2:4]1)[CH3:2].[NH2:22][C:23]1[C:32]([C:33]([O:35][CH3:36])=[O:34])=[C:31]2[C:26]([CH:27]3[CH2:37][CH:28]3[CH2:29][O:30]2)=[CH:25][CH:24]=1. (5) Given the product [CH2:25]([O:32][C:33]1[CH:34]=[CH:35][C:36]([CH:40]([C:42]2[CH:47]=[CH:46][C:45]([O:48][CH2:49][C:50]3[CH:55]=[CH:54][CH:53]=[CH:52][CH:51]=3)=[CH:44][CH:43]=2)[OH:41])=[C:37]([CH:38]=1)[O:39][CH2:22][C:21]([C:18]1[CH:19]=[CH:20][C:15]([O:14][CH2:7][C:8]2[CH:13]=[CH:12][CH:11]=[CH:10][CH:9]=2)=[CH:16][CH:17]=1)=[O:24])[C:26]1[CH:27]=[CH:28][CH:29]=[CH:30][CH:31]=1, predict the reactants needed to synthesize it. The reactants are: C(=O)([O-])[O-].[K+].[K+].[CH2:7]([O:14][C:15]1[CH:20]=[CH:19][C:18]([C:21](=[O:24])[CH2:22]I)=[CH:17][CH:16]=1)[C:8]1[CH:13]=[CH:12][CH:11]=[CH:10][CH:9]=1.[CH2:25]([O:32][C:33]1[CH:34]=[CH:35][C:36]([CH:40]([C:42]2[CH:47]=[CH:46][C:45]([O:48][CH2:49][C:50]3[CH:55]=[CH:54][CH:53]=[CH:52][CH:51]=3)=[CH:44][CH:43]=2)[OH:41])=[C:37]([OH:39])[CH:38]=1)[C:26]1[CH:31]=[CH:30][CH:29]=[CH:28][CH:27]=1. (6) Given the product [C:20]1([C:19]([O:26][CH3:27])=[O:25])([C:21]([O:23][CH3:24])=[O:22])[CH2:3][CH2:2]1, predict the reactants needed to synthesize it. The reactants are: Cl[CH2:2][CH2:3]Cl.CC(CC(O)CO)C.C(=O)([O-])[O-].[K+].[K+].[C:19]([O:26][CH3:27])(=[O:25])[CH2:20][C:21]([O:23][CH3:24])=[O:22]. (7) Given the product [OH:4][CH2:3][CH2:2][O:5][C:7]1[CH:14]=[CH:13][C:10]([C:11]#[N:12])=[CH:9][C:8]=1[N+:15]([O-:17])=[O:16], predict the reactants needed to synthesize it. The reactants are: [Na].[CH2:2]([OH:5])[CH2:3][OH:4].F[C:7]1[CH:14]=[CH:13][C:10]([C:11]#[N:12])=[CH:9][C:8]=1[N+:15]([O-:17])=[O:16]. (8) Given the product [NH2:12][C:5]1[CH:4]=[C:3]([NH2:15])[C:2]([F:1])=[CH:7][C:6]=1[CH2:8][C:9]([OH:11])=[O:10], predict the reactants needed to synthesize it. The reactants are: [F:1][C:2]1[C:3]([N+:15]([O-])=O)=[CH:4][C:5]([N+:12]([O-])=O)=[C:6]([CH2:8][C:9]([OH:11])=[O:10])[CH:7]=1.[H][H].